From a dataset of Reaction yield outcomes from USPTO patents with 853,638 reactions. Predict the reaction yield, written as a fraction of the theoretical maximum amount of product (1.0 means a 100% yield; for example, 0.34 means a 34% yield). (1) The reactants are Cl[C:2]1[C:7]([NH:8][C:9](=O)[CH2:10][C:11]2[C:16]([Cl:17])=[CH:15][CH:14]=[CH:13][C:12]=2[Cl:18])=[C:6](Cl)[N:5]=[C:4]([S:21][CH3:22])[N:3]=1.NC(N)=[S:25].[CH3:27][CH2:28][OH:29].[CH:30]([OH:32])=O. No catalyst specified. The product is [Cl:18][C:12]1[CH:13]=[CH:14][CH:15]=[C:16]([Cl:17])[C:11]=1[CH2:10][C:9]1[S:25][C:2]2[N:3]=[C:4]([S:21][CH3:22])[N:5]=[C:30]([OH:32])[C:7]=2[N:8]=1.[Cl:18][C:12]1[CH:13]=[CH:14][CH:15]=[C:16]([Cl:17])[C:11]=1[CH2:10][C:9]1[S:25][C:2]2[N:3]=[C:4]([S:21][CH3:22])[N:5]=[C:6]([O:29][CH2:28][CH3:27])[C:7]=2[N:8]=1. The yield is 0.180. (2) The reactants are [F:1][C:2]([F:11])([F:10])[C:3]1[CH:8]=[CH:7][C:6]([OH:9])=[CH:5][CH:4]=1.C(N(CC)CC)C.[Mg+2].[Cl-].[Cl-].[CH2:22]=[O:23].Cl. The catalyst is C(#N)C. The product is [OH:9][C:6]1[CH:5]=[CH:4][C:3]([C:2]([F:10])([F:11])[F:1])=[CH:8][C:7]=1[CH:22]=[O:23]. The yield is 0.300. (3) The reactants are Cl[CH2:2][C:3]1[N:4]=[C:5]([C:9]2[O:10][CH:11]=[CH:12][CH:13]=2)[O:6][C:7]=1[CH3:8].C(=O)([O-])[O-].[K+].[K+].[CH:20]([C:22]1[CH:23]=[CH:24][C:25]([OH:32])=[C:26]([CH:31]=1)[C:27]([O:29][CH3:30])=[O:28])=[O:21].CN(C)C=O. The catalyst is O. The product is [CH:20]([C:22]1[CH:23]=[CH:24][C:25]([O:32][CH2:2][C:3]2[N:4]=[C:5]([C:9]3[O:10][CH:11]=[CH:12][CH:13]=3)[O:6][C:7]=2[CH3:8])=[C:26]([CH:31]=1)[C:27]([O:29][CH3:30])=[O:28])=[O:21]. The yield is 0.910. (4) The reactants are [N:1]([CH:4]1[CH:9]=[C:8]([C:10]2[CH:15]=[CH:14][N:13]=[CH:12][C:11]=2[N+:16]([O-:18])=[O:17])[CH2:7][CH:6]([CH3:19])[CH:5]1[OH:20])=[N+]=[N-].CP(C)C.C([O-])(O)=O.[Na+].[CH3:30][C:31]([O:34][C:35](O[C:35]([O:34][C:31]([CH3:33])([CH3:32])[CH3:30])=[O:36])=[O:36])([CH3:33])[CH3:32]. The catalyst is N1C=CC=CC=1.[OH-].[NH4+].C(O)C. The product is [OH:20][CH:5]1[CH:4]([NH:1][C:35](=[O:36])[O:34][C:31]([CH3:33])([CH3:32])[CH3:30])[CH:9]=[C:8]([C:10]2[CH:15]=[CH:14][N:13]=[CH:12][C:11]=2[N+:16]([O-:18])=[O:17])[CH2:7][CH:6]1[CH3:19]. The yield is 0.690. (5) The reactants are [Cl:1][C:2]1[CH:3]=[C:4]2[C:9](=[CH:10][CH:11]=1)[N:8]([CH:12]1[CH2:17][CH2:16][NH:15][CH2:14][CH2:13]1)[C:7](=[O:18])[CH2:6][CH2:5]2.[CH3:19][S:20]([N:23]1[CH2:28][CH2:27][C:26]2[N:29]([CH2:42][CH:43]3[CH2:45][O:44]3)[N:30]=[C:31]([C:32]3[CH:37]=[CH:36][C:35]([C:38]([F:41])([F:40])[F:39])=[CH:34][CH:33]=3)[C:25]=2[CH2:24]1)(=[O:22])=[O:21].CCN(CC)CC. The catalyst is CCO. The product is [Cl:1][C:2]1[CH:3]=[C:4]2[C:9](=[CH:10][CH:11]=1)[N:8]([CH:12]1[CH2:13][CH2:14][N:15]([CH2:45][CH:43]([OH:44])[CH2:42][N:29]3[C:26]4[CH2:27][CH2:28][N:23]([S:20]([CH3:19])(=[O:22])=[O:21])[CH2:24][C:25]=4[C:31]([C:32]4[CH:37]=[CH:36][C:35]([C:38]([F:40])([F:41])[F:39])=[CH:34][CH:33]=4)=[N:30]3)[CH2:16][CH2:17]1)[C:7](=[O:18])[CH2:6][CH2:5]2. The yield is 0.750. (6) The reactants are [Cr](Cl)([O-])(=O)=O.[NH+]1C=CC=CC=1.[Br:12][C:13]1[CH:14]=[C:15]([CH2:19][OH:20])[CH:16]=[N:17][CH:18]=1.C(OCC)C. The catalyst is ClCCl. The product is [Br:12][C:13]1[CH:14]=[C:15]([CH:19]=[O:20])[CH:16]=[N:17][CH:18]=1. The yield is 0.350. (7) The reactants are [C:1]([C:4]1[C:9](=[O:10])[C:8]([O:11][CH3:12])=[CH:7][N:6]([C:13]2[CH:18]=[CH:17][CH:16]=[CH:15][C:14]=2[O:19][CH:20]([F:22])[F:21])[N:5]=1)(=[O:3])[CH3:2].CO[CH:25](OC)[N:26]([CH3:28])[CH3:27]. No catalyst specified. The product is [F:22][CH:20]([F:21])[O:19][C:14]1[CH:15]=[CH:16][CH:17]=[CH:18][C:13]=1[N:6]1[CH:7]=[C:8]([O:11][CH3:12])[C:9](=[O:10])[C:4]([C:1](=[O:3])[CH:2]=[CH:25][N:26]([CH3:28])[CH3:27])=[N:5]1. The yield is 0.930. (8) The reactants are Cl[CH2:2][C:3]([O:5]C)=[O:4].[Br:7][C:8]1[C:9]([OH:17])=[C:10]([CH:13]=[C:14]([F:16])[CH:15]=1)[CH:11]=O.C(=O)([O-])[O-].[K+].[K+].[OH-].[K+]. The catalyst is O1CCCC1.O. The product is [Br:7][C:8]1[C:9]2[O:17][C:2]([C:3]([OH:5])=[O:4])=[CH:11][C:10]=2[CH:13]=[C:14]([F:16])[CH:15]=1. The yield is 0.630. (9) The reactants are [O:1]=[C:2]([C:13]1[CH:18]=[CH:17][CH:16]=[CH:15][CH:14]=1)[CH:3]([NH:5][C:6](=[O:12])[O:7][C:8]([CH3:11])([CH3:10])[CH3:9])[CH3:4].[CH2:19]=[O:20].C([O-])([O-])=O.[K+].[K+].Cl.[Na+].[Cl-]. The catalyst is CCO. The product is [OH:20][CH2:19][C:3]([NH:5][C:6](=[O:12])[O:7][C:8]([CH3:11])([CH3:10])[CH3:9])([CH3:4])[C:2](=[O:1])[C:13]1[CH:18]=[CH:17][CH:16]=[CH:15][CH:14]=1. The yield is 0.790. (10) The reactants are [O:1]1[CH2:6][CH2:5][CH:4]([OH:7])[CH2:3][CH2:2]1.Br[CH2:9][CH2:10][CH2:11][O:12][CH2:13][C:14]1[CH:19]=[CH:18][CH:17]=[CH:16][CH:15]=1. No catalyst specified. The product is [CH2:13]([O:12][CH2:11][CH2:10][CH2:9][O:7][CH:4]1[CH2:5][CH2:6][O:1][CH2:2][CH2:3]1)[C:14]1[CH:19]=[CH:18][CH:17]=[CH:16][CH:15]=1. The yield is 0.240.